This data is from Reaction yield outcomes from USPTO patents with 853,638 reactions. The task is: Predict the reaction yield, written as a fraction of the theoretical maximum amount of product (1.0 means a 100% yield; for example, 0.34 means a 34% yield). (1) The reactants are [Cl:1]C1C=CC2C3=C(C4CCCCC4)C4C=CC(C(OC(C)(C)C)=O)=CC=4N3CC(C(OC)=O)=CC=2C=1.Cl[C:38]1[CH:39]=[CH:40][C:41]([CH:47]=[O:48])=[C:42]([B:44]([OH:46])[OH:45])[CH:43]=1. No catalyst specified. The product is [Cl:1][C:39]1[CH:38]=[CH:43][C:42]([B:44]([OH:46])[OH:45])=[C:41]([CH:47]=[O:48])[CH:40]=1. The yield is 0.700. (2) The reactants are [C:1]([O:5][C:6]([N:8]1[CH2:12][CH2:11][C@H:10]([NH:13][C:14]2[C:22]3[C:17](=[N:18][CH:19]=[CH:20][C:21]=3[O:23][C:24]3[CH:32]=[CH:31][C:27]([C:28]([OH:30])=O)=[CH:26][CH:25]=3)[N:16]([CH2:33][C:34]3[CH:39]=[CH:38][C:37]([O:40][CH3:41])=[CH:36][CH:35]=3)[N:15]=2)[CH2:9]1)=[O:7])([CH3:4])([CH3:3])[CH3:2].[CH:42]1([C:45]2[CH:50]=[CH:49][N:48]=[C:47]([NH2:51])[CH:46]=2)[CH2:44][CH2:43]1. No catalyst specified. The product is [CH:42]1([C:45]2[CH:50]=[CH:49][N:48]=[C:47]([NH:51][C:28]([C:27]3[CH:26]=[CH:25][C:24]([O:23][C:21]4[CH:20]=[CH:19][N:18]=[C:17]5[N:16]([CH2:33][C:34]6[CH:39]=[CH:38][C:37]([O:40][CH3:41])=[CH:36][CH:35]=6)[N:15]=[C:14]([NH:13][C@H:10]6[CH2:11][CH2:12][N:8]([C:6]([O:5][C:1]([CH3:2])([CH3:4])[CH3:3])=[O:7])[CH2:9]6)[C:22]=45)=[CH:32][CH:31]=3)=[O:30])[CH:46]=2)[CH2:44][CH2:43]1. The yield is 0.830.